Dataset: Forward reaction prediction with 1.9M reactions from USPTO patents (1976-2016). Task: Predict the product of the given reaction. (1) Given the reactants [O:1]=[C:2]1[C:6]2([CH2:15][CH2:14][C:13]3[C:8](=[CH:9][CH:10]=[C:11]([C:16]([O:18]C)=[O:17])[CH:12]=3)[CH2:7]2)[CH2:5][CH2:4][NH:3]1.[OH-].[Li+].Cl, predict the reaction product. The product is: [O:1]=[C:2]1[C:6]2([CH2:15][CH2:14][C:13]3[C:8](=[CH:9][CH:10]=[C:11]([C:16]([OH:18])=[O:17])[CH:12]=3)[CH2:7]2)[CH2:5][CH2:4][NH:3]1. (2) Given the reactants C([O:8][C:9]1[CH:10]=[C:11](/[CH:23]=[CH:24]/[C:25]([NH:27][C:28]([CH3:33])([CH3:32])[C:29]([OH:31])=[O:30])=[O:26])[CH:12]=[CH:13][C:14]=1[N:15]1[CH2:19][C:18](=[O:20])[NH:17][S:16]1(=[O:22])=[O:21])C1C=CC=CC=1, predict the reaction product. The product is: [OH:8][C:9]1[CH:10]=[C:11]([CH2:23][CH2:24][C:25]([NH:27][C:28]([CH3:33])([CH3:32])[C:29]([OH:31])=[O:30])=[O:26])[CH:12]=[CH:13][C:14]=1[N:15]1[CH2:19][C:18](=[O:20])[NH:17][S:16]1(=[O:22])=[O:21].